From a dataset of Full USPTO retrosynthesis dataset with 1.9M reactions from patents (1976-2016). Predict the reactants needed to synthesize the given product. (1) Given the product [F:12][C:13]1[C:20]([F:21])=[CH:19][CH:18]=[CH:17][C:14]=1[CH:15]1[C:2]([C:1]([O:7][C:8]([CH3:11])([CH3:10])[CH3:9])=[O:6])=[C:3]([CH3:5])[NH:22][C:3]([CH3:5])=[C:2]1[C:1]([O:7][C:8]([CH3:11])([CH3:10])[CH3:9])=[O:23], predict the reactants needed to synthesize it. The reactants are: [C:1]([O:7][C:8]([CH3:11])([CH3:10])[CH3:9])(=[O:6])[CH2:2][C:3]([CH3:5])=O.[F:12][C:13]1[C:20]([F:21])=[CH:19][CH:18]=[CH:17][C:14]=1[CH:15]=O.[NH4+:22].[OH-:23]. (2) Given the product [CH:18]1([NH:17][C:15]([C:14]2[CH:21]=[CH:22][C:11]([C:8]3[N:6]4[CH:7]=[C:2]([C:35]([NH:28][C:29]5[CH:34]=[CH:33][CH:32]=[CH:31][CH:30]=5)=[O:36])[N:3]=[C:4]([NH:23][CH2:24][CH:25]([CH3:27])[CH3:26])[C:5]4=[N:10][CH:9]=3)=[CH:12][CH:13]=2)=[O:16])[CH2:20][CH2:19]1, predict the reactants needed to synthesize it. The reactants are: Br[C:2]1[N:3]=[C:4]([NH:23][CH2:24][CH:25]([CH3:27])[CH3:26])[C:5]2[N:6]([C:8]([C:11]3[CH:22]=[CH:21][C:14]([C:15]([NH:17][CH:18]4[CH2:20][CH2:19]4)=[O:16])=[CH:13][CH:12]=3)=[CH:9][N:10]=2)[CH:7]=1.[NH2:28][C:29]1[CH:34]=[CH:33][CH:32]=[CH:31][CH:30]=1.[C:35](=O)([O-])[O-:36].[Na+].[Na+].F[B-](F)(F)F.C([PH+](C(C)(C)C)C(C)(C)C)(C)(C)C. (3) Given the product [CH3:23][O:24][C:25]1[CH:26]=[C:27]([NH:28][C:2]2[N:7]=[C:6]([O:8][C:9]3[CH:22]=[CH:21][C:12]4[C:13]([C:17]([NH:19][CH3:20])=[O:18])=[C:14]([CH3:16])[O:15][C:11]=4[CH:10]=3)[CH:5]=[CH:4][N:3]=2)[CH:29]=[CH:30][CH:31]=1, predict the reactants needed to synthesize it. The reactants are: Cl[C:2]1[N:7]=[C:6]([O:8][C:9]2[CH:22]=[CH:21][C:12]3[C:13]([C:17]([NH:19][CH3:20])=[O:18])=[C:14]([CH3:16])[O:15][C:11]=3[CH:10]=2)[CH:5]=[CH:4][N:3]=1.[CH3:23][O:24][C:25]1[CH:26]=[C:27]([CH:29]=[CH:30][CH:31]=1)[NH2:28]. (4) Given the product [Cl:1][C:2]1[CH:7]=[C:6]([C:29]#[C:28][C:30]2[N:31]=[C:32]([CH3:42])[N:33]([C:35]3[CH:40]=[CH:39][C:38]([F:41])=[CH:37][CH:36]=3)[CH:34]=2)[CH:5]=[CH:4][N:3]=1, predict the reactants needed to synthesize it. The reactants are: [Cl:1][C:2]1[CH:7]=[C:6](I)[CH:5]=[CH:4][N:3]=1.C1(P(C2C=CC=CC=2)C2C=CC=CC=2)C=CC=CC=1.[C:28]([C:30]1[N:31]=[C:32]([CH3:42])[N:33]([C:35]2[CH:40]=[CH:39][C:38]([F:41])=[CH:37][CH:36]=2)[CH:34]=1)#[CH:29]. (5) The reactants are: [C:1]([O:6]C)(=[O:5])[C@H:2]([CH3:4])[OH:3].[Cl:8][C:9]1[CH:10]=[C:11](O)[CH:12]=[CH:13][C:14]=1[F:15].C(C1C=CC(OC(C)C(O)=O)=CC=1)C1C=CC=CC=1. Given the product [Cl:8][C:9]1[CH:10]=[C:11]([CH:12]=[CH:13][C:14]=1[F:15])[O:3][C@@H:2]([CH3:4])[C:1]([OH:6])=[O:5], predict the reactants needed to synthesize it. (6) Given the product [CH3:49][O:48][C:46](=[O:47])[C:45]([NH:44][C:12]([C:3]1[CH:4]=[CH:5][C:6]2[C:11](=[CH:10][CH:9]=[CH:8][CH:7]=2)[C:2]=1[OH:1])=[O:14])([CH3:51])[CH3:50], predict the reactants needed to synthesize it. The reactants are: [OH:1][C:2]1[C:11]2[C:6](=[CH:7][CH:8]=[CH:9][CH:10]=2)[CH:5]=[CH:4][C:3]=1[C:12]([OH:14])=O.ON1C2C=CC=CC=2N=N1.C(N=C=NC(C)C)(C)C.C(N(CC)C(C)C)(C)C.Cl.[NH2:44][C:45]([CH3:51])([CH3:50])[C:46]([O:48][CH3:49])=[O:47]. (7) The reactants are: O.[N:2]1[C:15]2[C:6](=C[CH:8]=[C:9]3[C:14]=2[N:13]=[CH:12][CH:11]=[CH:10]3)[CH:5]=[CH:4][CH:3]=1.[OH-].[K+].[O-:18][Mn](=O)(=O)=O.[K+]. Given the product [CH:10]1[C:9]2[C:8](=[O:18])[C:6]3[C:15](=[N:2][CH:3]=[CH:4][CH:5]=3)[C:14]=2[N:13]=[CH:12][CH:11]=1, predict the reactants needed to synthesize it. (8) Given the product [CH3:10][C:9]([CH3:12])([CH3:11])[C:8]#[C:7][C:5]1[S:4][C:3]([C:13]([O:15][CH3:16])=[O:14])=[C:2]([NH:18][CH:19]([CH2:20][C:21](=[O:22])[N:23]2[CH2:24][CH2:25][CH2:26][CH2:27]2)[CH3:28])[CH:6]=1, predict the reactants needed to synthesize it. The reactants are: Br[C:2]1[CH:6]=[C:5]([C:7]#[C:8][C:9]([CH3:12])([CH3:11])[CH3:10])[S:4][C:3]=1[C:13]([O:15][CH3:16])=[O:14].Cl.[NH2:18][CH:19]([CH3:28])[CH2:20][C:21]([N:23]1[CH2:27][CH2:26][CH2:25][CH2:24]1)=[O:22].C(=O)([O-])[O-].[Cs+].[Cs+].COC1C=CC=C(OC)C=1C1C=CC=CC=1P(C1CCCCC1)C1CCCCC1. (9) Given the product [NH2:7][CH2:8][CH2:9][CH2:10][N:11]1[C:20]2[CH:19]=[CH:18][C:17]([CH2:21][CH2:22][CH2:23][OH:24])=[CH:16][C:15]=2[C:14]2=[N:25][NH:26][C:27]([CH3:28])=[C:13]2[C:12]1=[O:35], predict the reactants needed to synthesize it. The reactants are: C(OC(=O)[NH:7][CH2:8][CH2:9][CH2:10][N:11]1[C:20]2[CH:19]=[CH:18][C:17]([C:21]#[C:22][CH2:23][OH:24])=[CH:16][C:15]=2[C:14]2=[N:25][N:26](C3CCCCO3)[C:27]([CH3:28])=[C:13]2[C:12]1=[O:35])(C)(C)C.NCCCN1C2C=CC(C#CCO)=CC=2C2=NNC(C)=C2C1=O.